This data is from Merck oncology drug combination screen with 23,052 pairs across 39 cell lines. The task is: Regression. Given two drug SMILES strings and cell line genomic features, predict the synergy score measuring deviation from expected non-interaction effect. Drug 1: CS(=O)(=O)CCNCc1ccc(-c2ccc3ncnc(Nc4ccc(OCc5cccc(F)c5)c(Cl)c4)c3c2)o1. Drug 2: NC1CCCCC1N.O=C(O)C(=O)O.[Pt+2]. Cell line: A2780. Synergy scores: synergy=-27.9.